From a dataset of Peptide-MHC class II binding affinity with 134,281 pairs from IEDB. Regression. Given a peptide amino acid sequence and an MHC pseudo amino acid sequence, predict their binding affinity value. This is MHC class II binding data. The peptide sequence is RVLDILVARRLLLKK. The MHC is H-2-IAb with pseudo-sequence H-2-IAb. The binding affinity (normalized) is 0.